Dataset: Catalyst prediction with 721,799 reactions and 888 catalyst types from USPTO. Task: Predict which catalyst facilitates the given reaction. (1) Reactant: [NH2:1][C:2]([NH2:4])=[O:3].N[C:6]1[CH:10]=[CH:9][S:8][C:7]=1[C:11](OC)=[O:12]. Product: [NH:1]1[C:6]2[CH:10]=[CH:9][S:8][C:7]=2[C:11](=[O:12])[NH:4][C:2]1=[O:3]. The catalyst class is: 74. (2) Reactant: [CH3:1][O:2][C:3]1[CH:4]=[CH:5][C:6]2[N:10]([CH3:11])[C:9](=[O:12])[N:8]([CH2:13][C@H:14]3[CH2:19][CH2:18][C@H:17]([C:20]([OH:22])=O)[CH2:16][CH2:15]3)[C:7]=2[CH:23]=1.CN([C:27]([O:31][N:32]1N=NC2C=CC=N[C:33]1=2)=[N+](C)C)C.F[P-](F)(F)(F)(F)F.Cl.CNOC. Product: [CH3:27][O:31][N:32]([CH3:33])[C:20]([C@H:17]1[CH2:18][CH2:19][C@H:14]([CH2:13][N:8]2[C:7]3[CH:23]=[C:3]([O:2][CH3:1])[CH:4]=[CH:5][C:6]=3[N:10]([CH3:11])[C:9]2=[O:12])[CH2:15][CH2:16]1)=[O:22]. The catalyst class is: 3. (3) Reactant: [C:1]([NH:4][CH:5]([B:18]1[O:26][CH:25]2[C:20]([CH3:30])([CH:21]3[CH2:27][CH:23]([CH2:24]2)[C:22]3([CH3:29])[CH3:28])[O:19]1)[CH2:6][C:7]1[C:8]([O:16][CH3:17])=[C:9]([CH:13]=[CH:14][CH:15]=1)[C:10]([OH:12])=[O:11])(=[O:3])[CH3:2].C(=O)([O-])[O-].[K+].[K+].Br[CH:38]1[C:47]2[C:42](=[CH:43][CH:44]=[CH:45][CH:46]=2)[C:40](=[O:41])[O:39]1.[I-].[Na+]. Product: [O:41]=[C:40]1[C:42]2[C:47](=[CH:46][CH:45]=[CH:44][CH:43]=2)[CH:38]([O:11][C:10](=[O:12])[C:9]2[CH:13]=[CH:14][CH:15]=[C:7]([CH2:6][CH:5]([NH:4][C:1](=[O:3])[CH3:2])[B:18]3[O:26][CH:25]4[C:20]([CH3:30])([CH:21]5[CH2:27][CH:23]([CH2:24]4)[C:22]5([CH3:29])[CH3:28])[O:19]3)[C:8]=2[O:16][CH3:17])[O:39]1. The catalyst class is: 42. (4) Reactant: [Cl:1][C:2]1[N:11]=[C:10](Cl)[C:9]2[C:4](=[CH:5][CH:6]=[C:7]([Cl:13])[CH:8]=2)[N:3]=1.[CH2:14]([NH2:24])[C:15]1[CH:23]=[CH:22][C:21]2[O:20][CH2:19][O:18][C:17]=2[CH:16]=1. Product: [O:20]1[C:21]2[CH:22]=[CH:23][C:15]([CH2:14][NH:24][C:10]3[C:9]4[C:4](=[CH:5][CH:6]=[C:7]([Cl:13])[CH:8]=4)[N:3]=[C:2]([Cl:1])[N:11]=3)=[CH:16][C:17]=2[O:18][CH2:19]1. The catalyst class is: 8. (5) Reactant: [H-].[Na+].[C:3](=[O:8])([O:6][CH3:7])OC.[CH2:9]([C:14]1[C:15](=[O:19])[CH2:16][CH2:17][CH:18]=1)[CH2:10][CH2:11][CH2:12][CH3:13].Cl. Product: [O:19]=[C:15]1[C:14]([CH2:9][CH2:10][CH2:11][CH2:12][CH3:13])=[CH:18][CH2:17][CH:16]1[C:3]([O:6][CH3:7])=[O:8]. The catalyst class is: 506. (6) Reactant: [CH2:1]([O:3][C:4](=[O:30])[CH2:5][CH2:6][C:7]1[CH:12]=[CH:11][C:10]([CH2:13][N:14]2[CH:19]=[CH:18][CH:17]=[C:16]([C:20]3[CH:25]=[CH:24][C:23]([N+:26]([O-])=O)=[CH:22][CH:21]=3)[C:15]2=[O:29])=[CH:9][CH:8]=1)[CH3:2].[H][H]. Product: [CH2:1]([O:3][C:4](=[O:30])[CH2:5][CH2:6][C:7]1[CH:8]=[CH:9][C:10]([CH2:13][N:14]2[CH:19]=[CH:18][CH:17]=[C:16]([C:20]3[CH:25]=[CH:24][C:23]([NH2:26])=[CH:22][CH:21]=3)[C:15]2=[O:29])=[CH:11][CH:12]=1)[CH3:2]. The catalyst class is: 63. (7) Reactant: C([N:8]1[CH:13]2[CH2:14][CH2:15][CH:9]1[CH2:10][N:11]([C:16]([O:18][C:19]([CH3:22])([CH3:21])[CH3:20])=[O:17])[CH2:12]2)C1C=CC=CC=1. Product: [NH4+:8].[OH-:17].[CH:9]12[NH:8][CH:13]([CH2:14][CH2:15]1)[CH2:12][N:11]([C:16]([O:18][C:19]([CH3:22])([CH3:21])[CH3:20])=[O:17])[CH2:10]2. The catalyst class is: 563. (8) Reactant: [CH3:1][C@H:2]([N:19]([CH2:23][CH2:24][CH3:25])[CH2:20][CH2:21][CH3:22])[C:3]([N:5]1[C:13]2[C:8](=[CH:9][C:10]([O:17][CH3:18])=[C:11]([N+:14]([O-])=O)[CH:12]=2)[CH2:7][CH2:6]1)=[O:4]. Product: [CH2:23]([N:19]([CH2:20][CH2:21][CH3:22])[C@@H:2]([CH3:1])[C:3]([N:5]1[C:13]2[C:8](=[CH:9][C:10]([O:17][CH3:18])=[C:11]([NH2:14])[CH:12]=2)[CH2:7][CH2:6]1)=[O:4])[CH2:24][CH3:25]. The catalyst class is: 29. (9) Reactant: C(OC([N:8]1[CH2:13][CH2:12][CH:11]([NH:14][C:15]2[N:23]=[CH:22][N:21]=[C:20]3[C:16]=2[N:17]=[CH:18][NH:19]3)[CH2:10][CH2:9]1)=O)(C)(C)C.[ClH:24]. Product: [ClH:24].[ClH:24].[NH:8]1[CH2:13][CH2:12][CH:11]([NH:14][C:15]2[N:23]=[CH:22][N:21]=[C:20]3[C:16]=2[N:17]=[CH:18][NH:19]3)[CH2:10][CH2:9]1. The catalyst class is: 12. (10) Reactant: C([N:8]1[CH2:20][C@H:19]2[C@H:11]([C:12](=[O:29])[C:13]3[C:18]2=[CH:17][C:16]([C:21]2[CH:26]=[CH:25][C:24]([Cl:27])=[CH:23][C:22]=2[Cl:28])=[CH:15][CH:14]=3)[CH2:10][CH2:9]1)C1C=CC=CC=1. Product: [Cl:28][C:22]1[CH:23]=[C:24]([Cl:27])[CH:25]=[CH:26][C:21]=1[C:16]1[CH:17]=[C:18]2[C:13](=[CH:14][CH:15]=1)[C:12](=[O:29])[C@H:11]1[C@@H:19]2[CH2:20][NH:8][CH2:9][CH2:10]1. The catalyst class is: 105.